This data is from Forward reaction prediction with 1.9M reactions from USPTO patents (1976-2016). The task is: Predict the product of the given reaction. (1) Given the reactants [N:1]12[CH2:8][CH2:7][CH:4]([CH2:5][CH2:6]1)[CH:3]([S:9][C:10]1[CH:15]=[CH:14][C:13]([NH:16][C:17]3[CH:22]=[CH:21][CH:20]=[CH:19][CH:18]=3)=[CH:12][CH:11]=1)[CH2:2]2.[ClH:23], predict the reaction product. The product is: [ClH:23].[ClH:23].[N:1]12[CH2:6][CH2:5][CH:4]([CH2:7][CH2:8]1)[CH:3]([S:9][C:10]1[CH:15]=[CH:14][C:13]([NH:16][C:17]3[CH:22]=[CH:21][CH:20]=[CH:19][CH:18]=3)=[CH:12][CH:11]=1)[CH2:2]2. (2) Given the reactants [F:1][CH:2]([F:23])[O:3][C:4]1[CH:19]=[CH:18][C:17]([N+:20]([O-])=O)=[CH:16][C:5]=1[CH2:6][N:7](C)[C:8](=O)OC(C)(C)C.[ClH:24], predict the reaction product. The product is: [ClH:24].[ClH:24].[F:1][CH:2]([F:23])[O:3][C:4]1[CH:19]=[CH:18][C:17]([NH2:20])=[CH:16][C:5]=1[CH2:6][NH:7][CH3:8]. (3) Given the reactants [CH2:1]([CH:5]1[CH2:7][O:6]1)CC=C.[CH3:8][C:9](=[CH:11][CH3:12])[CH3:10], predict the reaction product. The product is: [CH3:8][C:9]([CH3:10])=[CH:11][CH2:12][CH2:1][CH:5]1[CH2:7][O:6]1. (4) Given the reactants [Cl:1][C:2]1[CH:18]=[CH:17][C:5]2[C:6]([S:13][CH2:14][C:15]#[N:16])=[C:7]([C:9](OC)=[O:10])[S:8][C:4]=2[CH:3]=1.O.[OH-].[Li+], predict the reaction product. The product is: [Cl:1][C:2]1[CH:18]=[CH:17][C:5]2[C:6]3[S:13][C:14]([C:15]#[N:16])=[C:9]([OH:10])[C:7]=3[S:8][C:4]=2[CH:3]=1. (5) Given the reactants [CH2:1]([O:8][C:9]1[CH:16]=[CH:15][C:12]([CH2:13]O)=[CH:11][CH:10]=1)[C:2]1[CH:7]=[CH:6][CH:5]=[CH:4][CH:3]=1.P(Br)(Br)[Br:18], predict the reaction product. The product is: [CH2:1]([O:8][C:9]1[CH:16]=[CH:15][C:12]([CH2:13][Br:18])=[CH:11][CH:10]=1)[C:2]1[CH:7]=[CH:6][CH:5]=[CH:4][CH:3]=1. (6) Given the reactants [CH2:1]([S:5]([C:8]1[N:13]=[C:12]([C:14]#N)[CH:11]=[CH:10][CH:9]=1)(=[O:7])=[O:6])[CH:2]([CH3:4])[CH3:3].[OH-:16].[Na+].[OH2:18], predict the reaction product. The product is: [CH2:1]([S:5]([C:8]1[N:13]=[C:12]([C:14]([OH:18])=[O:16])[CH:11]=[CH:10][CH:9]=1)(=[O:7])=[O:6])[CH:2]([CH3:4])[CH3:3]. (7) The product is: [BrH:1].[Br:11][C:8]1[CH:9]=[CH:10][C:5]([C:3]2[N:16]3[CH2:17][CH2:18][N:14]=[C:15]3[S:19][C:2]=2[CH3:13])=[CH:6][C:7]=1[CH3:12]. Given the reactants [Br:1][CH:2]([CH3:13])[C:3]([C:5]1[CH:10]=[CH:9][C:8]([Br:11])=[C:7]([CH3:12])[CH:6]=1)=O.[NH:14]1[CH2:18][CH2:17][NH:16][C:15]1=[S:19], predict the reaction product.